This data is from Full USPTO retrosynthesis dataset with 1.9M reactions from patents (1976-2016). The task is: Predict the reactants needed to synthesize the given product. (1) The reactants are: [Cl:1][C:2]1[CH:30]=[CH:29][C:5]([C:6]([NH:8][CH2:9][CH2:10][NH:11][C:12](=[O:28])[C:13]2[CH:18]=[CH:17][C:16]([O:19][C@H:20]3[CH2:25][CH2:24][C@@H:23]([C:26]#[N:27])[CH2:22][CH2:21]3)=[CH:15][CH:14]=2)=[O:7])=[CH:4][CH:3]=1.[N-:31]=[N+:32]=[N-:33].[Na+].Cl.C(N(CC)CC)C.CN1CCCC1=O. Given the product [Cl:1][C:2]1[CH:3]=[CH:4][C:5]([C:6]([NH:8][CH2:9][CH2:10][NH:11][C:12](=[O:28])[C:13]2[CH:18]=[CH:17][C:16]([O:19][C@H:20]3[CH2:25][CH2:24][C@@H:23]([C:26]4[NH:33][N:32]=[N:31][N:27]=4)[CH2:22][CH2:21]3)=[CH:15][CH:14]=2)=[O:7])=[CH:29][CH:30]=1, predict the reactants needed to synthesize it. (2) Given the product [F:1][C:2]1[CH:8]=[C:7]([F:9])[CH:6]=[CH:5][C:3]=1[NH:4][CH:15]1[CH2:20][CH2:19][N:18]([C:21]([O:23][C:24]([CH3:27])([CH3:26])[CH3:25])=[O:22])[CH2:17][CH2:16]1, predict the reactants needed to synthesize it. The reactants are: [F:1][C:2]1[CH:8]=[C:7]([F:9])[CH:6]=[CH:5][C:3]=1[NH2:4].C(O)(=O)C.O=[C:15]1[CH2:20][CH2:19][N:18]([C:21]([O:23][C:24]([CH3:27])([CH3:26])[CH3:25])=[O:22])[CH2:17][CH2:16]1.C(O[BH-](OC(=O)C)OC(=O)C)(=O)C.[Na+].[OH-].[K+]. (3) Given the product [Cl:25][C:22]1[N:23]=[CH:24][C:19]([N:6]2[CH2:7][C@@H:1]3[C@H:5]2[CH2:4][N:3]([C:8]([O:10][CH2:11][C:12]2[CH:17]=[CH:16][CH:15]=[CH:14][CH:13]=2)=[O:9])[CH2:2]3)=[CH:20][C:21]=1[CH3:26], predict the reactants needed to synthesize it. The reactants are: [C@@H:1]12[CH2:7][NH:6][C@@H:5]1[CH2:4][N:3]([C:8]([O:10][CH2:11][C:12]1[CH:17]=[CH:16][CH:15]=[CH:14][CH:13]=1)=[O:9])[CH2:2]2.Br[C:19]1[CH:20]=[C:21]([CH3:26])[C:22]([Cl:25])=[N:23][CH:24]=1. (4) Given the product [N+:26]([O:29][CH2:30][CH2:31][CH2:32][C:33]([O:18][C:17]1[C:16]2[CH2:15][O:14][C@H:13]([C:19]3[CH:24]=[CH:23][C:22]([Cl:25])=[CH:21][CH:20]=3)[C:12]=2[CH:11]=[N:10][C:9]=1[CH3:8])=[O:34])([O-:28])=[O:27], predict the reactants needed to synthesize it. The reactants are: CN1CCOCC1.[CH3:8][C:9]1[C:17]([OH:18])=[C:16]2[C:12]([CH:13]([C:19]3[CH:24]=[CH:23][C:22]([Cl:25])=[CH:21][CH:20]=3)[O:14][CH2:15]2)=[CH:11][N:10]=1.[N+:26]([O:29][CH2:30][CH2:31][CH2:32][C:33](O)=[O:34])([O-:28])=[O:27].Cl.C(N=C=NCCCN(C)C)C. (5) Given the product [NH2:37][C:35]1[NH:36][C:30]2[C:31]([N:34]=1)=[N:32][CH:33]=[C:28]([C:25]1[CH:26]=[CH:27][C:21]3[O:20][CH2:19][CH2:18][N:17]([C:15]([N:9]4[CH2:10][CH2:11][C:12](=[O:14])[CH2:13][CH:8]4[C:4]4[CH:5]=[CH:6][CH:7]=[C:2]([F:1])[CH:3]=4)=[O:16])[CH2:23][C:22]=3[CH:24]=1)[CH:29]=2, predict the reactants needed to synthesize it. The reactants are: [F:1][C:2]1[CH:3]=[C:4]([CH:8]2[CH2:13][C:12](=[O:14])[CH2:11][CH2:10][N:9]2[C:15]([N:17]2[CH2:23][C:22]3[CH:24]=[C:25]([C:28]4[CH:29]=[C:30]5[NH:36][C:35]([NH:37]C(=O)OCC6C=CC=CC=6)=[N:34][C:31]5=[N:32][CH:33]=4)[CH:26]=[CH:27][C:21]=3[O:20][CH2:19][CH2:18]2)=[O:16])[CH:5]=[CH:6][CH:7]=1.